This data is from Forward reaction prediction with 1.9M reactions from USPTO patents (1976-2016). The task is: Predict the product of the given reaction. (1) Given the reactants [CH:1]([O:4][C:5]1[CH:6]=[C:7]2[C:11](=[CH:12][C:13]=1[N+:14]([O-:16])=[O:15])[C:10](=[O:17])[CH:9]([CH:18]1[CH2:23][CH2:22][NH:21][CH2:20][CH2:19]1)[CH2:8]2)([CH3:3])[CH3:2].C=O.[C:26]([BH3-])#N.[Na+], predict the reaction product. The product is: [CH:1]([O:4][C:5]1[CH:6]=[C:7]2[C:11](=[CH:12][C:13]=1[N+:14]([O-:16])=[O:15])[C:10](=[O:17])[CH:9]([CH:18]1[CH2:23][CH2:22][N:21]([CH3:26])[CH2:20][CH2:19]1)[CH2:8]2)([CH3:3])[CH3:2]. (2) The product is: [CH3:21][C:22]1[O:20][C:3]2[CH:4]=[CH:5][C:6]3[CH2:7][CH2:8][N:9]([C:13]([O:15][C:16]([CH3:17])([CH3:19])[CH3:18])=[O:14])[CH2:10][CH2:11][C:12]=3[C:2]=2[N:1]=1. Given the reactants [NH2:1][C:2]1[C:12]2[CH2:11][CH2:10][N:9]([C:13]([O:15][C:16]([CH3:19])([CH3:18])[CH3:17])=[O:14])[CH2:8][CH2:7][C:6]=2[CH:5]=[CH:4][C:3]=1[OH:20].[C:21](OC)(OC)(OC)[CH3:22].C1(C)C=CC(S([O-])(=O)=O)=CC=1.[NH+]1C=CC=CC=1, predict the reaction product.